This data is from Catalyst prediction with 721,799 reactions and 888 catalyst types from USPTO. The task is: Predict which catalyst facilitates the given reaction. (1) Reactant: Cl[C:2]1[CH:7]=[C:6]([C:8]2[CH:13]=[CH:12][C:11]([O:14][C:15]([F:18])([F:17])[F:16])=[CH:10][CH:9]=2)[N:5]=[CH:4][N:3]=1.Cl[C:20]1[CH:25]=[C:24](Cl)N=C[N:21]=1.FC(F)(F)O[C:30]1[CH:35]=[CH:34]C(B(O)O)=[CH:32][CH:31]=1.[O-:41]P([O-])([O-])=O.[K+].[K+].[K+]. Product: [C:24]1([C@@H:25]([OH:41])[CH2:20][NH:21][C:2]2[CH:7]=[C:6]([C:8]3[CH:13]=[CH:12][C:11]([O:14][C:15]([F:18])([F:17])[F:16])=[CH:10][CH:9]=3)[N:5]=[CH:4][N:3]=2)[CH:34]=[CH:35][CH:30]=[CH:31][CH:32]=1. The catalyst class is: 108. (2) Reactant: [CH:1]1([NH:4][C:5](=[O:13])[C:6]2[CH:11]=[CH:10][CH:9]=[CH:8][C:7]=2[OH:12])[CH2:3][CH2:2]1.[O:14]1[CH2:16][C@H:15]1[CH2:17]OS(C1C=CC=C([N+]([O-])=O)C=1)(=O)=O.C(=O)([O-])[O-].[Cs+].[Cs+]. Product: [CH:1]1([NH:4][C:5](=[O:13])[C:6]2[CH:11]=[CH:10][CH:9]=[CH:8][C:7]=2[O:12][CH2:17][C@@H:15]2[CH2:16][O:14]2)[CH2:2][CH2:3]1. The catalyst class is: 3. (3) Reactant: O/[CH:2]=[C:3]1\[C:4](=[O:13])[NH:5][C:6]2[C:11]\1=[C:10]([CH3:12])[CH:9]=[CH:8][CH:7]=2.O/C=C1\C(=O)NC2C\1=CC=CC=2.NC1C=CNN=1.[NH2:32][C:33]1[CH:37]=[C:36]([C:38]2[CH:43]=[CH:42][CH:41]=[CH:40][CH:39]=2)[NH:35][N:34]=1. Product: [CH3:12][C:10]1[CH:9]=[CH:8][CH:7]=[C:6]2[C:11]=1[C:3](=[CH:2][NH:32][C:33]1[CH:37]=[C:36]([C:38]3[CH:43]=[CH:42][CH:41]=[CH:40][CH:39]=3)[NH:35][N:34]=1)[C:4](=[O:13])[NH:5]2. The catalyst class is: 7. (4) Reactant: [CH3:1][N:2]1[CH2:7][CH2:6][N:5]([C:8](=[O:19])[CH2:9][C:10]2[CH:15]=[CH:14][C:13]([N+:16]([O-])=O)=[CH:12][CH:11]=2)[CH2:4][CH2:3]1.[H][H]. Product: [CH3:1][N:2]1[CH2:3][CH2:4][N:5]([C:8]([CH2:9][C:10]2[CH:15]=[CH:14][C:13]([NH2:16])=[CH:12][CH:11]=2)=[O:19])[CH2:6][CH2:7]1. The catalyst class is: 50. (5) Reactant: C[O:2][C:3](=[O:16])[CH2:4][C:5]1[CH:10]=[CH:9][C:8]([O:11][CH2:12][CH2:13][CH2:14][CH3:15])=[CH:7][CH:6]=1.[OH-].[Na+]. Product: [CH2:12]([O:11][C:8]1[CH:7]=[CH:6][C:5]([CH2:4][C:3]([OH:16])=[O:2])=[CH:10][CH:9]=1)[CH2:13][CH2:14][CH3:15]. The catalyst class is: 38.